This data is from Full USPTO retrosynthesis dataset with 1.9M reactions from patents (1976-2016). The task is: Predict the reactants needed to synthesize the given product. (1) Given the product [CH:1]1[C:2]([CH2:10][C@@H:11]([NH2:28])[CH2:12][C:13]([N:15]2[CH2:27][C:19]3=[N:20][N:21]=[C:22]([C:23]([F:26])([F:25])[F:24])[N:18]3[CH2:17][CH2:16]2)=[O:14])=[C:3]([F:9])[CH:4]=[C:5]([F:8])[C:6]=1[F:7], predict the reactants needed to synthesize it. The reactants are: [CH:1]1[C:2]([CH2:10][C@@H:11]([NH2:28])[CH2:12][C:13]([N:15]2[CH2:27][C:19]3=[N:20][N:21]=[C:22]([C:23]([F:26])([F:25])[F:24])[N:18]3[CH2:17][CH2:16]2)=[O:14])=[C:3]([F:9])[CH:4]=[C:5]([F:8])[C:6]=1[F:7].S([O-])([O-])(=O)=O. (2) Given the product [CH3:22][C:23]1([CH3:39])[C:27]([CH3:29])([CH3:28])[O:26][B:25]([C:2]2[CH:17]=[CH:16][C:5]([O:6][C:7]3[C:12]4[CH:13]=[CH:14][O:15][C:11]=4[CH:10]=[CH:9][N:8]=3)=[CH:4][C:3]=2[C:18]([F:21])([F:20])[F:19])[O:24]1, predict the reactants needed to synthesize it. The reactants are: Br[C:2]1[CH:17]=[CH:16][C:5]([O:6][C:7]2[C:12]3[CH:13]=[CH:14][O:15][C:11]=3[CH:10]=[CH:9][N:8]=2)=[CH:4][C:3]=1[C:18]([F:21])([F:20])[F:19].[CH3:22][C:23]1([CH3:39])[C:27]([CH3:29])([CH3:28])[O:26][B:25]([B:25]2[O:26][C:27]([CH3:29])([CH3:28])[C:23]([CH3:39])([CH3:22])[O:24]2)[O:24]1.C([O-])(=O)C.[K+].COC1C=C(C=CC=1B1OC(C)(C)C(C)(C)O1)OC1C2C=COC=2C=CN=1.